From a dataset of Forward reaction prediction with 1.9M reactions from USPTO patents (1976-2016). Predict the product of the given reaction. (1) Given the reactants C(O[C:6]([NH:8][C:9]1([C:12]2[NH:13][C:14]([C:22]3[CH:31]=[CH:30][CH:29]=[C:28]4[C:23]=3[N:24]=[C:25]([NH:33][CH2:34][CH:35]([F:37])[F:36])[C:26]([CH3:32])=[N:27]4)=[CH:15][C:16]=2C(OCC)=O)[CH2:11][CH2:10]1)=[O:7])(C)(C)C.Cl.NC1(C2NC(C3C=CC=C4C=3N=C(NCC(F)F)C(C)=N4)=CC=2C(O)=O)CC1.Cl.NC1(C2NC(C3C=CC=C4C=3N=C(NC(C)(C)C)C(C)=N4)=CC=2C(O)=O)CC1.CCN(C(C)C)C(C)C.F[P-](F)(F)(F)(F)F.N1(O[P+](N2CCCC2)(N2CCCC2)N2CCCC2)C2C=CC=CC=2N=N1, predict the reaction product. The product is: [F:36][CH:35]([F:37])[CH2:34][NH:33][C:25]1[C:26]([CH3:32])=[N:27][C:28]2[C:23]([N:24]=1)=[C:22]([C:14]1[NH:13][C:12]3[C:9]4([CH2:10][CH2:11]4)[NH:8][C:6](=[O:7])[C:16]=3[CH:15]=1)[CH:31]=[CH:30][CH:29]=2. (2) Given the reactants C(OC([N:8]1[CH2:13][CH2:12][CH:11]([NH:14][C:15]2[CH:20]=[CH:19][C:18]([C:21](=[O:29])[C:22]3[CH:27]=[CH:26][CH:25]=[CH:24][C:23]=3[F:28])=[C:17]([NH2:30])[N:16]=2)[CH2:10][CH2:9]1)=O)(C)(C)C.FC(F)(F)C(O)=O, predict the reaction product. The product is: [NH2:30][C:17]1[C:18]([C:21]([C:22]2[CH:27]=[CH:26][CH:25]=[CH:24][C:23]=2[F:28])=[O:29])=[CH:19][CH:20]=[C:15]([NH:14][CH:11]2[CH2:10][CH2:9][NH:8][CH2:13][CH2:12]2)[N:16]=1. (3) Given the reactants [CH3:1][N:2]([C:7]1[CH:12]=[CH:11][CH:10]=[CH:9][CH:8]=1)[CH2:3][C:4]([OH:6])=[O:5].C([O-])([O-])=O.[Cs+].[Cs+].[Cl:19][C:20]1[CH:27]=[CH:26][C:23]([CH2:24]Cl)=[CH:22][CH:21]=1, predict the reaction product. The product is: [CH3:1][N:2]([C:7]1[CH:12]=[CH:11][CH:10]=[CH:9][CH:8]=1)[CH2:3][C:4]([O:6][CH2:24][C:23]1[CH:26]=[CH:27][C:20]([Cl:19])=[CH:21][CH:22]=1)=[O:5]. (4) Given the reactants I[C:2]1[CH:7]=[CH:6][N:5]=[C:4]([NH2:8])[N:3]=1.Br[C:10]([F:17])([F:16])[C:11]([O:13][CH2:14][CH3:15])=[O:12].[Cl-].[NH4+], predict the reaction product. The product is: [NH2:8][C:4]1[N:3]=[C:2]([C:10]([F:17])([F:16])[C:11]([O:13][CH2:14][CH3:15])=[O:12])[CH:7]=[CH:6][N:5]=1. (5) Given the reactants [Br:1][C:2]1[CH:3]=[C:4]2[C:8](=[CH:9][CH:10]=1)[NH:7][CH:6]=[CH:5]2.C([Mg]Br)C.[CH3:15][C:16]1([CH3:24])[C:18]([CH3:20])([CH3:19])[CH:17]1[C:21](Cl)=[O:22], predict the reaction product. The product is: [Br:1][C:2]1[CH:3]=[C:4]2[C:8](=[CH:9][CH:10]=1)[NH:7][CH:6]=[C:5]2[C:21]([CH:17]1[C:18]([CH3:20])([CH3:19])[C:16]1([CH3:24])[CH3:15])=[O:22]. (6) Given the reactants [N:1]1([CH2:14][CH2:15][CH2:16][CH2:17][CH2:18][C:19]([O:21]CC)=O)[C:13]2[C:12]3[CH:11]=[CH:10][CH:9]=[CH:8][C:7]=3[N:6]=[CH:5][C:4]=2[N:3]=[CH:2]1.[CH2:24]([NH2:27])[CH2:25][CH3:26], predict the reaction product. The product is: [N:1]1([CH2:14][CH2:15][CH2:16][CH2:17][CH2:18][C:19]([NH:27][CH2:24][CH2:25][CH3:26])=[O:21])[C:13]2[C:12]3[CH:11]=[CH:10][CH:9]=[CH:8][C:7]=3[N:6]=[CH:5][C:4]=2[N:3]=[CH:2]1.